This data is from Full USPTO retrosynthesis dataset with 1.9M reactions from patents (1976-2016). The task is: Predict the reactants needed to synthesize the given product. (1) Given the product [CH2:2]([CH:1]1[O:7][CH2:8][C:9]2([CH2:11][CH2:10]2)[CH2:12][O:6]1)[CH:3]([CH3:5])[CH3:4], predict the reactants needed to synthesize it. The reactants are: [CH:1](=[O:6])[CH2:2][CH:3]([CH3:5])[CH3:4].[OH:7][CH2:8][C:9]1([CH2:12]O)[CH2:11][CH2:10]1.[O-]S([O-])(=O)=O.[Na+].[Na+]. (2) The reactants are: [CH3:1][S:2]([NH:5][C:6]1[CH:21]=[CH:20][C:9]2[NH:10][C:11]([CH2:16][C:17]([OH:19])=O)=[N:12][S:13](=[O:15])(=[O:14])[C:8]=2[CH:7]=1)(=[O:4])=[O:3].[CH2:22]([O:24][C:25]([C@@H:27]1[CH2:31][CH2:30][CH2:29][C@@H:28]1[NH:32][CH2:33][CH2:34][CH:35]([CH3:37])[CH3:36])=[O:26])[CH3:23].Cl.CN(C)CCCN=C=NCC.CN1CCOCC1.Cl. Given the product [CH2:22]([O:24][C:25]([C@@H:27]1[CH2:31][CH2:30][CH2:29][C@@H:28]1[N:32]([C:17](=[O:19])[CH2:16][C:11]1[NH:10][C:9]2[CH:20]=[CH:21][C:6]([NH:5][S:2]([CH3:1])(=[O:3])=[O:4])=[CH:7][C:8]=2[S:13](=[O:14])(=[O:15])[N:12]=1)[CH2:33][CH2:34][CH:35]([CH3:36])[CH3:37])=[O:26])[CH3:23], predict the reactants needed to synthesize it. (3) Given the product [Cl:1][C:2]1[N:10]=[C:9]2[C:5]([N:6]=[CH:7][N:8]2[CH2:19][C:20]2[CH:25]=[CH:24][CH:23]=[C:22]([CH2:26][C:27]([O:29][CH3:30])=[O:28])[CH:21]=2)=[C:4]([NH2:11])[N:3]=1, predict the reactants needed to synthesize it. The reactants are: [Cl:1][C:2]1[N:10]=[C:9]2[C:5]([NH:6][CH:7]=[N:8]2)=[C:4]([NH2:11])[N:3]=1.C(=O)([O-])[O-].[K+].[K+].Br[CH2:19][C:20]1[CH:21]=[C:22]([CH2:26][C:27]([O:29][CH3:30])=[O:28])[CH:23]=[CH:24][CH:25]=1. (4) Given the product [CH3:4][C:5]1[C:10]([CH2:11][S+:12]([O-:22])[C:13]2[NH:14][C:15]3[CH:16]=[CH:17][CH:18]=[CH:19][C:20]=3[N:21]=2)=[N:9][CH:8]=[CH:7][C:6]=1[O:23][CH2:24][CH2:25][CH2:26][O:27][CH3:28].[Mg:1], predict the reactants needed to synthesize it. The reactants are: [Mg:1].II.[CH3:4][C:5]1[C:10]([CH2:11][S+:12]([O-:22])[C:13]2[NH:14][C:15]3[CH:16]=[CH:17][CH:18]=[CH:19][C:20]=3[N:21]=2)=[N:9][CH:8]=[CH:7][C:6]=1[O:23][CH2:24][CH2:25][CH2:26][O:27][CH3:28]. (5) The reactants are: [ClH:1].C(OC([NH:9][C@H:10]([C@@H:32]([OH:45])[CH2:33][C@H:34]([C:38](=[O:44])[NH:39][CH2:40][CH2:41][CH2:42][CH3:43])[CH:35]([CH3:37])[CH3:36])[CH2:11][C@@H:12]([CH:29]([CH3:31])[CH3:30])[CH2:13][NH:14][C:15](=[O:28])[C:16]1[CH:21]=[CH:20][CH:19]=[CH:18][C:17]=1[O:22][CH2:23][CH2:24][CH2:25][O:26][CH3:27])=O)(C)(C)C. Given the product [ClH:1].[NH2:9][C@H:10]([C@@H:32]([OH:45])[CH2:33][C@H:34]([C:38](=[O:44])[NH:39][CH2:40][CH2:41][CH2:42][CH3:43])[CH:35]([CH3:37])[CH3:36])[CH2:11][C@@H:12]([CH:29]([CH3:31])[CH3:30])[CH2:13][NH:14][C:15](=[O:28])[C:16]1[CH:21]=[CH:20][CH:19]=[CH:18][C:17]=1[O:22][CH2:23][CH2:24][CH2:25][O:26][CH3:27], predict the reactants needed to synthesize it.